This data is from Forward reaction prediction with 1.9M reactions from USPTO patents (1976-2016). The task is: Predict the product of the given reaction. (1) Given the reactants [NH2:1][C:2]1[N:7]=[C:6]([N:8]2[C@H:13]([CH3:14])[CH2:12][CH2:11][C@H:10]([C:15]([N:17]3[CH2:21][CH2:20][CH2:19][CH2:18]3)=[O:16])[CH2:9]2)[CH:5]=[CH:4][C:3]=1[N+:22]([O-])=O.[H][H], predict the reaction product. The product is: [NH2:22][C:3]1[CH:4]=[CH:5][C:6]([N:8]2[C@H:13]([CH3:14])[CH2:12][CH2:11][C@H:10]([C:15]([N:17]3[CH2:21][CH2:20][CH2:19][CH2:18]3)=[O:16])[CH2:9]2)=[N:7][C:2]=1[NH2:1]. (2) Given the reactants [CH3:1][N:2]([CH2:6][CH2:7][OH:8])[CH2:3][C:4]#[CH:5].I[C:10]1[CH:15]=[CH:14][C:13](/[C:16](/[C:33]2[CH:42]=[CH:41][C:36]3[O:37][C:38]([CH3:40])=[CH:39][C:35]=3[CH:34]=2)=[CH:17]/[CH2:18][O:19][C:20]2[CH:31]=[CH:30][C:23]([O:24][CH2:25][C:26]([O:28][CH3:29])=[O:27])=[C:22]([CH3:32])[CH:21]=2)=[CH:12][CH:11]=1, predict the reaction product. The product is: [OH:8][CH2:7][CH2:6][N:2]([CH2:3][C:4]#[C:5][C:10]1[CH:11]=[CH:12][C:13](/[C:16](/[C:33]2[CH:42]=[CH:41][C:36]3[O:37][C:38]([CH3:40])=[CH:39][C:35]=3[CH:34]=2)=[CH:17]\[CH2:18][O:19][C:20]2[CH:31]=[CH:30][C:23]([O:24][CH2:25][C:26]([O:28][CH3:29])=[O:27])=[C:22]([CH3:32])[CH:21]=2)=[CH:14][CH:15]=1)[CH3:1]. (3) Given the reactants [O:1]=[C:2]1[CH2:5][CH:4]([C:6]([OH:8])=[O:7])[CH2:3]1.[CH2:9](C(CC)(CC)C([O-])([O-])[O-])[CH3:10], predict the reaction product. The product is: [CH2:9]([O:7][C:6]([CH:4]1[CH2:5][C:2](=[O:1])[CH2:3]1)=[O:8])[CH3:10]. (4) Given the reactants [H-].[Na+].[Br:3][C:4]1[CH:5]=[N:6][NH:7][C:8]=1[C:9]1[CH:14]=[CH:13][C:12]([CH3:15])=[CH:11][C:10]=1[Cl:16].[CH3:17]I, predict the reaction product. The product is: [Br:3][C:4]1[CH:5]=[N:6][N:7]([CH3:17])[C:8]=1[C:9]1[CH:14]=[CH:13][C:12]([CH3:15])=[CH:11][C:10]=1[Cl:16]. (5) Given the reactants [NH2:1][C:2]1[S:3][C:4]([CH3:14])=[CH:5][C:6]=1[C:7]([O:9][C:10]([CH3:13])([CH3:12])[CH3:11])=[O:8].[Cl:15][C:16]1[CH:21]=[CH:20][CH:19]=[C:18]([Cl:22])[C:17]=1[N:23]=[C:24]=[O:25].C(N(CC)CC)C, predict the reaction product. The product is: [Cl:15][C:16]1[CH:21]=[CH:20][CH:19]=[C:18]([Cl:22])[C:17]=1[NH:23][C:24]([NH:1][C:2]1[S:3][C:4]([CH3:14])=[CH:5][C:6]=1[C:7]([O:9][C:10]([CH3:11])([CH3:13])[CH3:12])=[O:8])=[O:25]. (6) The product is: [F:13][C:7]1[C:8]([CH3:12])=[CH:9][CH:10]=[C:11]2[C:6]=1[N:5]=[C:4]([C:14]([O:16][CH3:17])=[O:15])[CH:3]=[C:2]2[C:22]1[CH:21]=[N:20][N:19]([CH3:18])[CH:23]=1. Given the reactants Br[C:2]1[C:11]2[C:6](=[C:7]([F:13])[C:8]([CH3:12])=[CH:9][CH:10]=2)[N:5]=[C:4]([C:14]([O:16][CH3:17])=[O:15])[CH:3]=1.[CH3:18][N:19]1[CH:23]=[C:22](B2OC(C)(C)C(C)(C)O2)[CH:21]=[N:20]1.[O-]P([O-])([O-])=O.[K+].[K+].[K+], predict the reaction product. (7) Given the reactants [Br:1][C:2]1[CH:7]=[CH:6][CH:5]=[CH:4][C:3]=1[C:8]1[CH2:9][CH2:10][CH2:11][N:12]=1.C(O)(=O)C.[BH4-].[Na+], predict the reaction product. The product is: [Br:1][C:2]1[CH:7]=[CH:6][CH:5]=[CH:4][C:3]=1[CH:8]1[CH2:9][CH2:10][CH2:11][NH:12]1. (8) Given the reactants [CH2:1]([O:8][C:9]([N:11]1[CH2:15][CH2:14][CH:13]2[CH2:16][C:17]([Sn](C)(C)C)=[CH:18][CH:12]12)=[O:10])[C:2]1[CH:7]=[CH:6][CH:5]=[CH:4][CH:3]=1.C[Sn](C)(C)[C:25]1[CH2:42][CH:28]2[N:29]([C:32]([O:34][CH2:35][C:36]3[CH:41]=[CH:40][CH:39]=[CH:38][CH:37]=3)=[O:33])[CH2:30][CH2:31][CH:27]2[CH:26]=1.Br[C:46]1[CH:47]=[N:48][CH:49]=[CH:50][CH:51]=1.N, predict the reaction product. The product is: [CH2:1]([O:8][C:9]([N:11]1[CH2:15][CH2:14][CH:13]2[CH2:16][C:17]([C:31]3[CH:30]=[N:29][CH:28]=[CH:42][CH:25]=3)=[CH:18][CH:12]12)=[O:10])[C:2]1[CH:7]=[CH:6][CH:5]=[CH:4][CH:3]=1.[N:48]1[CH:49]=[CH:50][CH:51]=[C:46]([C:25]2[CH2:42][CH:28]3[N:29]([C:32]([O:34][CH2:35][C:36]4[CH:41]=[CH:40][CH:39]=[CH:38][CH:37]=4)=[O:33])[CH2:30][CH2:31][CH:27]3[CH:26]=2)[CH:47]=1.